This data is from Full USPTO retrosynthesis dataset with 1.9M reactions from patents (1976-2016). The task is: Predict the reactants needed to synthesize the given product. (1) Given the product [CH3:1][O:2][C:3]1[CH:4]=[C:5]2[C:10](=[CH:11][C:12]=1[O:13][CH3:14])[N:9]=[C:8]([C:15]1[CH:16]=[C:17]([O:25][CH3:26])[C:18]([O:23][CH3:24])=[C:19]([O:21][CH3:22])[CH:20]=1)[N:7]=[C:6]2[C:27]([N:37]1[CH2:36][CH2:35][C:34]2[C:39](=[CH:40][C:41]([O:43][CH3:44])=[CH:42][C:33]=2[O:32][CH3:31])[CH2:38]1)=[O:29], predict the reactants needed to synthesize it. The reactants are: [CH3:1][O:2][C:3]1[CH:4]=[C:5]2[C:10](=[CH:11][C:12]=1[O:13][CH3:14])[N:9]=[C:8]([C:15]1[CH:20]=[C:19]([O:21][CH3:22])[C:18]([O:23][CH3:24])=[C:17]([O:25][CH3:26])[CH:16]=1)[N:7]=[C:6]2[C:27]([OH:29])=O.Cl.[CH3:31][O:32][C:33]1[CH:42]=[C:41]([O:43][CH3:44])[CH:40]=[C:39]2[C:34]=1[CH2:35][CH2:36][NH:37][CH2:38]2. (2) Given the product [NH3:6].[CH:1]1([N:6]2[C:15]3[N:14]=[C:13]([NH:16][C:17]4[CH:25]=[CH:24][C:20]([C:21]([NH:61][CH:58]5[CH2:59][CH2:60][N:55]([CH3:54])[CH2:56][CH2:57]5)=[O:23])=[CH:19][C:18]=4[O:26][CH3:27])[N:12]=[CH:11][C:10]=3[N:9]([CH2:28][CH3:29])[CH2:8][C@H:7]2[CH2:30][CH3:31])[CH2:5][CH2:4][CH2:3][CH2:2]1, predict the reactants needed to synthesize it. The reactants are: [CH:1]1([N:6]2[C:15]3[N:14]=[C:13]([NH:16][C:17]4[CH:25]=[CH:24][C:20]([C:21]([OH:23])=O)=[CH:19][C:18]=4[O:26][CH3:27])[N:12]=[CH:11][C:10]=3[N:9]([CH2:28][CH3:29])[CH2:8][C@H:7]2[CH2:30][CH3:31])[CH2:5][CH2:4][CH2:3][CH2:2]1.F[B-](F)(F)F.N1(OC(N(C)C)=[N+](C)C)C2C=CC=CC=2N=N1.[CH3:54][N:55]1[CH2:60][CH2:59][CH:58]([NH2:61])[CH2:57][CH2:56]1.C(N(C(C)C)C(C)C)C. (3) The reactants are: [C:1]12([CH2:11][O:12][C:13]3[CH:18]=[CH:17][N:16]=[CH:15][C:14]=3[Br:19])[CH2:10][CH:5]3[CH2:6][CH:7]([CH2:9][CH:3]([CH2:4]3)[CH2:2]1)[CH2:8]2.ClC1C=C(C=CC=1)C(OO)=[O:25]. Given the product [C:1]12([CH2:11][O:12][C:13]3[CH:18]=[CH:17][N+:16]([O-:25])=[CH:15][C:14]=3[Br:19])[CH2:2][CH:3]3[CH2:9][CH:7]([CH2:6][CH:5]([CH2:4]3)[CH2:10]1)[CH2:8]2, predict the reactants needed to synthesize it. (4) Given the product [CH3:18][O:17][C:14]1[CH:15]=[CH:16][C:11]([NH:10][C:8]([C:7]2[C:2]([NH:32][CH2:31][CH:28]3[CH2:27][CH2:26][N:25]([C:22]4[CH:23]=[CH:24][N:19]=[CH:20][CH:21]=4)[CH2:30][CH2:29]3)=[N:3][CH:4]=[CH:5][CH:6]=2)=[O:9])=[CH:12][CH:13]=1, predict the reactants needed to synthesize it. The reactants are: Cl[C:2]1[C:7]([C:8]([NH:10][C:11]2[CH:16]=[CH:15][C:14]([O:17][CH3:18])=[CH:13][CH:12]=2)=[O:9])=[CH:6][CH:5]=[CH:4][N:3]=1.[N:19]1[CH:24]=[CH:23][C:22]([N:25]2[CH2:30][CH2:29][CH:28]([CH2:31][NH2:32])[CH2:27][CH2:26]2)=[CH:21][CH:20]=1. (5) Given the product [Br:18][CH:6]([CH2:7][CH2:8][CH2:9][CH2:10][CH2:11][CH2:12][CH2:13][CH2:14][CH3:15])[CH2:5][CH2:4][CH2:3][CH2:2][CH3:1], predict the reactants needed to synthesize it. The reactants are: [CH3:1][CH2:2][CH2:3][CH2:4][CH2:5][CH:6](O)[CH2:7][CH2:8][CH2:9][CH2:10][CH2:11][CH2:12][CH2:13][CH2:14][CH3:15].C(Br)(Br)(Br)[Br:18].C1(P(C2C=CC=CC=2)C2C=CC=CC=2)C=CC=CC=1. (6) Given the product [CH2:1]([O:8][C:9]1[CH:14]=[CH:13][N:12]([C:17]2[CH:18]=[CH:19][C:20]3[N:24]=[C:23]([CH2:25][CH3:26])[N:22]([CH3:27])[C:21]=3[CH:28]=2)[C:11](=[O:15])[CH:10]=1)[C:2]1[CH:3]=[CH:4][CH:5]=[CH:6][CH:7]=1, predict the reactants needed to synthesize it. The reactants are: [CH2:1]([O:8][C:9]1[CH:14]=[CH:13][NH:12][C:11](=[O:15])[CH:10]=1)[C:2]1[CH:7]=[CH:6][CH:5]=[CH:4][CH:3]=1.Br[C:17]1[CH:18]=[CH:19][C:20]2[N:24]=[C:23]([CH2:25][CH3:26])[N:22]([CH3:27])[C:21]=2[CH:28]=1.CNCCNC.C(=O)([O-])[O-].[K+].[K+].N. (7) Given the product [Br:1][C:2]1[CH:7]=[CH:6][C:5]([S:8]([N:11]2[CH2:16][CH2:15][C:14]3([O:17][CH2:21][C:20](=[O:23])[N:19]([CH:24]4[CH2:26][CH2:25]4)[CH2:18]3)[CH:13]([F:27])[CH2:12]2)(=[O:10])=[O:9])=[CH:4][CH:3]=1, predict the reactants needed to synthesize it. The reactants are: [Br:1][C:2]1[CH:7]=[CH:6][C:5]([S:8]([N:11]2[CH2:16][CH2:15][C:14]([CH2:18][N:19]([CH:24]3[CH2:26][CH2:25]3)[C:20](=[O:23])[CH2:21]Cl)([OH:17])[CH:13]([F:27])[CH2:12]2)(=[O:10])=[O:9])=[CH:4][CH:3]=1.[H-].[Na+].